From a dataset of Forward reaction prediction with 1.9M reactions from USPTO patents (1976-2016). Predict the product of the given reaction. (1) Given the reactants [C:1](/[C:3](/[CH:6](OC)OC)=[CH:4]\[O-])#[N:2].[Na+].Cl.[S:13]1[CH:17]=[C:16]([NH2:18])[C:15]([NH2:19])=[CH:14]1, predict the reaction product. The product is: [NH2:19][C:15]1[C:16]2=[N:18][CH:4]=[C:3]([C:1]#[N:2])[CH:6]=[C:17]2[S:13][CH:14]=1. (2) Given the reactants [N+:1]([C:4]1[CH:5]=[CH:6][C:7]2[N:11]=[C:10]([C:12]([O:14][CH2:15][CH3:16])=[O:13])[NH:9][C:8]=2[CH:17]=1)([O-])=O, predict the reaction product. The product is: [NH2:1][C:4]1[CH:5]=[CH:6][C:7]2[N:11]=[C:10]([C:12]([O:14][CH2:15][CH3:16])=[O:13])[NH:9][C:8]=2[CH:17]=1. (3) The product is: [NH:25]([C:51]([O:53][C:54]([CH3:56])([CH3:57])[CH3:55])=[O:52])[C@H:26]([C:48]([N:58]1[CH2:67][CH2:66][CH2:65][C@H:59]1[C:60]([NH:62][CH2:63][CH3:64])=[O:61])=[O:50])[CH2:27][CH2:28][CH2:29][NH:30][C:31](=[NH:47])[NH:32][S:33]([C:36]1[C:45]([CH3:46])=[C:43]([CH3:44])[C:40]([O:41][CH3:42])=[CH:39][C:37]=1[CH3:38])(=[O:34])=[O:35]. Given the reactants CN(C(ON1N=NC2C=CC=CC1=2)=[N+](C)C)C.F[P-](F)(F)(F)(F)F.[NH:25]([C:51]([O:53][C:54]([CH3:57])([CH3:56])[CH3:55])=[O:52])[C@H:26]([C:48]([OH:50])=O)[CH2:27][CH2:28][CH2:29][NH:30][C:31](=[NH:47])[NH:32][S:33]([C:36]1[C:45]([CH3:46])=[C:43]([CH3:44])[C:40]([O:41][CH3:42])=[CH:39][C:37]=1[CH3:38])(=[O:35])=[O:34].[NH:58]1[CH2:67][CH2:66][CH2:65][C@H:59]1[C:60]([NH:62][CH2:63][CH3:64])=[O:61].Cl.C(N(CC)CC)C, predict the reaction product. (4) Given the reactants [Cl:1][C:2]1[C:7]2[CH:8]=[C:9]([S:11](Cl)(=[O:13])=[O:12])[S:10][C:6]=2[CH:5]=[CH:4][N:3]=1.N1C=CC=C[CH:16]=1.[C:21]1(C)[CH:26]=[CH:25][CH:24]=[CH:23][C:22]=1[NH2:27].C(OC([N:36]1[CH2:41][CH2:40][NH:39][CH2:38][CH2:37]1)=O)(C)(C)C.C([O-])([O-])=O.[K+].[K+], predict the reaction product. The product is: [ClH:1].[C:25]1([CH3:16])[CH:26]=[CH:21][C:22]([NH:27][S:11]([C:9]2[S:10][C:6]3[CH:5]=[CH:4][N:3]=[C:2]([N:36]4[CH2:41][CH2:40][NH:39][CH2:38][CH2:37]4)[C:7]=3[CH:8]=2)(=[O:13])=[O:12])=[CH:23][CH:24]=1. (5) The product is: [CH:18]([N:4]1[CH:5]=[C:6]([C:7]2[CH:12]=[CH:11][N:10]=[C:9]([NH:13][CH2:14][C@@H:15]([OH:17])[CH3:16])[N:8]=2)[C:2]([C:26]2[CH:25]=[N:24][C:23]([NH:22][CH3:21])=[CH:28][CH:27]=2)=[N:3]1)([CH3:20])[CH3:19]. Given the reactants I[C:2]1[C:6]([C:7]2[CH:12]=[CH:11][N:10]=[C:9]([NH:13][CH2:14][C@@H:15]([OH:17])[CH3:16])[N:8]=2)=[CH:5][N:4]([CH:18]([CH3:20])[CH3:19])[N:3]=1.[CH3:21][NH:22][C:23]1[CH:28]=[CH:27][C:26](B2OC(C)(C)C(C)(C)O2)=[CH:25][N:24]=1.C([O-])([O-])=O.[Na+].[Na+], predict the reaction product. (6) Given the reactants [C:1]([Si:5]([CH3:21])([CH3:20])[O:6][CH2:7][CH2:8][CH2:9][O:10][C:11]1[CH:16]=[CH:15][CH:14]=[CH:13][C:12]=1[N+:17]([O-])=O)([CH3:4])([CH3:3])[CH3:2], predict the reaction product. The product is: [Si:5]([O:6][CH2:7][CH2:8][CH2:9][O:10][C:11]1[CH:16]=[CH:15][CH:14]=[CH:13][C:12]=1[NH2:17])([C:1]([CH3:3])([CH3:4])[CH3:2])([CH3:21])[CH3:20].